From a dataset of Full USPTO retrosynthesis dataset with 1.9M reactions from patents (1976-2016). Predict the reactants needed to synthesize the given product. Given the product [Cl:1][C:2]1[CH:3]=[C:4]([C:8]2[CH:13]=[C:12]([CH2:14][C:27]3[N:28]=[CH:29][C:30]([NH:33][C:34](=[O:40])[O:35][C:36]([CH3:38])([CH3:37])[CH3:39])=[N:31][CH:32]=3)[CH:11]=[N:10][C:9]=2[O:24][CH3:25])[CH:5]=[CH:6][CH:7]=1, predict the reactants needed to synthesize it. The reactants are: [Cl:1][C:2]1[CH:3]=[C:4]([C:8]2[C:9]([O:24][CH3:25])=[N:10][CH:11]=[C:12]([CH2:14]B3OC(C)(C)C(C)(C)O3)[CH:13]=2)[CH:5]=[CH:6][CH:7]=1.Br[C:27]1[N:28]=[CH:29][C:30]([NH:33][C:34](=[O:40])[O:35][C:36]([CH3:39])([CH3:38])[CH3:37])=[N:31][CH:32]=1.C([O-])([O-])=O.[K+].[K+].